Dataset: Forward reaction prediction with 1.9M reactions from USPTO patents (1976-2016). Task: Predict the product of the given reaction. (1) Given the reactants [CH3:1][O:2][C:3]1[CH:8]=[CH:7][C:6]([CH:9]([C:14]([C:16]2[CH:21]=[CH:20][C:19]([O:22][CH3:23])=[CH:18][CH:17]=2)=O)[C:10](OC)=[O:11])=[CH:5][CH:4]=1.[NH2:24][C:25]1[CH:35]=[CH:34][C:28]([C:29]([O:31][CH2:32][CH3:33])=[O:30])=[CH:27][CH:26]=1.CS(O)(=O)=O, predict the reaction product. The product is: [OH:11][C:10]1[C:35]2[C:25](=[CH:26][CH:27]=[C:28]([C:29]([O:31][CH2:32][CH3:33])=[O:30])[CH:34]=2)[N:24]=[C:14]([C:16]2[CH:17]=[CH:18][C:19]([O:22][CH3:23])=[CH:20][CH:21]=2)[C:9]=1[C:6]1[CH:7]=[CH:8][C:3]([O:2][CH3:1])=[CH:4][CH:5]=1. (2) Given the reactants [Br:1][C:2]1[CH:7]=[CH:6][C:5]([CH3:8])=[CH:4][C:3]=1[CH2:9][C:10](O)=O.[C:13]1([NH:19][C:20](=[S:23])[NH:21][NH2:22])[CH:18]=[CH:17][CH:16]=[CH:15][CH:14]=1, predict the reaction product. The product is: [Br:1][C:2]1[CH:7]=[CH:6][C:5]([CH3:8])=[CH:4][C:3]=1[CH2:9][C:10]1[N:19]([C:13]2[CH:14]=[CH:15][CH:16]=[CH:17][CH:18]=2)[C:20](=[S:23])[NH:21][N:22]=1. (3) Given the reactants [CH3:1][O:2][C:3]([C:5]1[S:9][C:8]2[CH:10]=[CH:11][C:12]([OH:14])=[CH:13][C:7]=2[CH:6]=1)=[O:4].[CH:15]([N:18]1[CH2:23][CH2:22][CH:21](O)[CH2:20][CH2:19]1)([CH3:17])[CH3:16].C1(P(C2C=CC=CC=2)C2C=CC=CC=2)C=CC=CC=1.CC(OC(/N=N/C(OC(C)C)=O)=O)C, predict the reaction product. The product is: [CH3:1][O:2][C:3]([C:5]1[S:9][C:8]2[CH:10]=[CH:11][C:12]([O:14][CH:21]3[CH2:22][CH2:23][N:18]([CH:15]([CH3:17])[CH3:16])[CH2:19][CH2:20]3)=[CH:13][C:7]=2[CH:6]=1)=[O:4]. (4) Given the reactants [Cl:1][C:2]1[C:3]([F:23])=[C:4]([NH:8][C:9]2[C:18]3[C:13](=[CH:14][C:15]([O:21][CH3:22])=[C:16]([CH:19]=O)[CH:17]=3)[N:12]=[CH:11][N:10]=2)[CH:5]=[CH:6][CH:7]=1.[NH2:24][C:25]([CH:27]1[NH:32][CH2:31][CH2:30][N:29]([C:33]([O:35][C:36]([CH3:39])([CH3:38])[CH3:37])=[O:34])[CH2:28]1)=[O:26], predict the reaction product. The product is: [NH2:24][C:25]([CH:27]1[N:32]([CH2:19][C:16]2[CH:17]=[C:18]3[C:13](=[CH:14][C:15]=2[O:21][CH3:22])[N:12]=[CH:11][N:10]=[C:9]3[NH:8][C:4]2[CH:5]=[CH:6][CH:7]=[C:2]([Cl:1])[C:3]=2[F:23])[CH2:31][CH2:30][N:29]([C:33]([O:35][C:36]([CH3:39])([CH3:38])[CH3:37])=[O:34])[CH2:28]1)=[O:26].